Dataset: Reaction yield outcomes from USPTO patents with 853,638 reactions. Task: Predict the reaction yield, written as a fraction of the theoretical maximum amount of product (1.0 means a 100% yield; for example, 0.34 means a 34% yield). (1) The reactants are O[C:2]1[CH:3]=[C:4]([CH:7]=[C:8]([OH:10])[CH:9]=1)[CH:5]=[O:6].[C:11](=[O:14])([O-])[O-].[K+].[K+].[F:17][C:18]([F:22])([F:21])[CH2:19]I. The catalyst is CN(C=O)C. The product is [F:17][C:18]([F:22])([F:21])[CH2:19][O:10][C:8]1[CH:7]=[C:4]([CH:3]=[C:2]([O:14][CH2:11][C:18]([F:22])([F:21])[F:17])[CH:9]=1)[CH:5]=[O:6]. The yield is 0.180. (2) The reactants are [Cl:1][C:2]1[C:7](Cl)=[N:6][CH:5]=[CH:4][N:3]=1.O.[NH2:10][NH2:11]. The catalyst is C(O)C. The product is [Cl:1][C:2]1[C:7]([NH:10][NH2:11])=[N:6][CH:5]=[CH:4][N:3]=1. The yield is 0.900. (3) The reactants are Br[CH2:2][C:3](Br)=[O:4].[I:6][C:7]1[CH:13]=[CH:12][C:10]([NH2:11])=[CH:9][CH:8]=1.CCN(CC)CC.[NH:21]1[CH2:26][CH2:25][O:24][CH2:23][CH2:22]1. The catalyst is C1C=CC=CC=1.CCOC(C)=O. The product is [I:6][C:7]1[CH:13]=[CH:12][C:10]([NH:11][C:3](=[O:4])[CH2:2][N:21]2[CH2:26][CH2:25][O:24][CH2:23][CH2:22]2)=[CH:9][CH:8]=1. The yield is 0.910. (4) The reactants are [Cl-].[CH3:2][C:3]1[CH:8]=[C:7]([NH:9][C:10](=[O:18])[C:11]2[CH:16]=[CH:15][CH:14]=[CH:13][C:12]=2[CH3:17])[CH:6]=[CH:5][C:4]=1[C:19](=[O:27])C[N+]1C=CC=CC=1.[Cl-].CC1C=CC(C(=[O:44])C[N+]2C=CC=CC=2)=C(NC(=O)C2C=CC=CC=2C)C=1.[OH-].[Na+].Cl. The catalyst is CO.O. The product is [CH3:2][C:3]1[CH:8]=[C:7]([NH:9][C:10](=[O:18])[C:11]2[CH:16]=[CH:15][CH:14]=[CH:13][C:12]=2[CH3:17])[CH:6]=[CH:5][C:4]=1[C:19]([OH:27])=[O:44]. The yield is 0.605. (5) The product is [Br:6][C:7]1[CH:8]=[CH:9][C:10]([O:22][CH3:23])=[C:11]([C:13]2[N:14]=[C:15]3[CH:20]=[CH:19][CH:18]=[CH:17][N:16]3[C:21]=2[CH:28]=[O:29])[CH:12]=1. No catalyst specified. The reactants are O=P(Cl)(Cl)Cl.[Br:6][C:7]1[CH:8]=[CH:9][C:10]([O:22][CH3:23])=[C:11]([C:13]2[N:14]=[C:15]3[CH:20]=[CH:19][CH:18]=[CH:17][N:16]3[CH:21]=2)[CH:12]=1.O.CN([CH:28]=[O:29])C. The yield is 0.900. (6) The reactants are [NH2:1][C:2]1[C:7]([CH:8]=O)=[CH:6][CH:5]=[CH:4][N:3]=1.Cl[CH2:11][C:12]([C:14]1[CH:19]=[CH:18][CH:17]=[CH:16][CH:15]=1)=O.[OH-:20].[Na+].Cl. The catalyst is ClCCl. The product is [C:14]1([C:12]2[C:11]([OH:20])=[CH:8][C:7]3[C:2](=[N:3][CH:4]=[CH:5][CH:6]=3)[N:1]=2)[CH:19]=[CH:18][CH:17]=[CH:16][CH:15]=1. The yield is 0.130. (7) The reactants are [NH2:1][CH2:2][C:3]1[CH:4]=[C:5]([OH:15])[C:6]([C:9]2[CH:14]=[CH:13][CH:12]=[CH:11][CH:10]=2)=[CH:7][CH:8]=1.[I:16][C:17]1[CH:18]=[C:19]2[C:24](=[CH:25][CH:26]=1)[C:23](=[O:27])[NH:22][C:21](=[O:28])[C:20]2=[CH:29]OC. The catalyst is CN(C)C=O. The product is [OH:15][C:5]1[CH:4]=[C:3]([CH2:2][NH:1][CH:29]=[C:20]2[C:19]3[C:24](=[CH:25][CH:26]=[C:17]([I:16])[CH:18]=3)[C:23](=[O:27])[NH:22][C:21]2=[O:28])[CH:8]=[CH:7][C:6]=1[C:9]1[CH:14]=[CH:13][CH:12]=[CH:11][CH:10]=1. The yield is 0.890. (8) The reactants are [CH3:1][C:2]1[O:6][N:5]=[C:4]([C:7]2[CH:12]=[CH:11][CH:10]=[CH:9][CH:8]=2)[C:3]=1[CH2:13][O:14][C:15]1[N:20]=[CH:19][C:18]([C:21]([NH:23][CH:24]2[CH2:29][CH2:28][CH2:27][N:26]([CH2:30][C:31]([OH:33])=O)[CH2:25]2)=[O:22])=[CH:17][CH:16]=1.[F:34][C:35]([F:39])([F:38])[CH2:36][NH2:37]. No catalyst specified. The product is [CH3:1][C:2]1[O:6][N:5]=[C:4]([C:7]2[CH:12]=[CH:11][CH:10]=[CH:9][CH:8]=2)[C:3]=1[CH2:13][O:14][C:15]1[CH:16]=[CH:17][C:18]([C:21]([NH:23][CH:24]2[CH2:29][CH2:28][CH2:27][N:26]([CH2:30][C:31](=[O:33])[NH:37][CH2:36][C:35]([F:39])([F:38])[F:34])[CH2:25]2)=[O:22])=[CH:19][N:20]=1. The yield is 0.620.